Dataset: Full USPTO retrosynthesis dataset with 1.9M reactions from patents (1976-2016). Task: Predict the reactants needed to synthesize the given product. (1) Given the product [C:7]([CH2:6][C:5]1[CH:4]=[CH:3][C:2]([CH3:1])=[CH:10][C:9]=1[C:8]([OH:11])=[O:23])#[N:12], predict the reactants needed to synthesize it. The reactants are: [CH3:1][C:2]1[CH:10]=[C:9]2[C:5]([CH2:6][C:7](=[N:12]O)[C:8]2=[O:11])=[CH:4][CH:3]=1.[OH-].[Na+].C1(C)C=CC(S(Cl)(=O)=[O:23])=CC=1.C(O)(=O)CC(CC(O)=O)(C(O)=O)O. (2) Given the product [CH3:20][C:19]1[N:9]([CH2:1][CH2:2][C:3]2[CH:8]=[CH:7][CH:6]=[CH:5][CH:4]=2)[N:10]=[C:12]([C:13]([O:15][CH2:16][CH3:17])=[O:14])[CH:18]=1, predict the reactants needed to synthesize it. The reactants are: [CH2:1]([NH:9][NH2:10])[CH2:2][C:3]1[CH:8]=[CH:7][CH:6]=[CH:5][CH:4]=1.O=[C:12]([CH2:18][C:19](=O)[CH3:20])[C:13]([O:15][CH2:16][CH3:17])=[O:14]. (3) Given the product [CH3:18][C:13]1([CH2:19][CH2:20][CH2:21][CH:22]([CH3:23])[CH2:24][CH2:25][CH2:26][CH:27]([CH3:28])[CH2:29][CH2:30][CH2:31][CH:32]([CH3:34])[CH3:33])[O:14][C:15]2[C:10](=[C:9]3[C:8](=[C:7]([CH3:6])[C:16]=2[CH3:17])[O:35][CH:42]([CH2:43][CH2:39][CH3:41])[O:5][CH:1]3[CH2:2][CH2:3][CH3:4])[CH2:11][CH2:12]1, predict the reactants needed to synthesize it. The reactants are: [CH:1](=[O:5])[CH2:2][CH2:3][CH3:4].[CH3:6][C:7]1[C:16]([CH3:17])=[C:15]2[C:10]([CH2:11][CH2:12][C@:13]([CH2:19][CH2:20][CH2:21][C@@H:22]([CH2:24][CH2:25][CH2:26][C@@H:27]([CH2:29][CH2:30][CH2:31][CH:32]([CH3:34])[CH3:33])[CH3:28])[CH3:23])([CH3:18])[O:14]2)=[CH:9][C:8]=1[OH:35].CCO[C:39]([CH3:41])=O.[CH3:42][C:43](O)=O. (4) Given the product [CH3:1][O:2][C:3]1[CH:4]=[C:5]([C@@H:11]2[CH2:15][CH2:14][CH2:13][C@H:12]2[OH:16])[CH:6]=[CH:7][CH:8]=1, predict the reactants needed to synthesize it. The reactants are: [CH3:1][O:2][C:3]1[CH:4]=[C:5]([Mg]Br)[CH:6]=[CH:7][CH:8]=1.[CH:11]12[O:16][CH:12]1[CH2:13][CH2:14][CH2:15]2. (5) Given the product [CH3:7][O:6][C:5]1[CH:4]=[C:3]([CH:11]=[CH:10][C:8]=1[O:9][CH2:22][CH2:23][C:24]1[S:28][CH:27]=[N:26][C:25]=1[CH3:29])[CH:2]=[O:1], predict the reactants needed to synthesize it. The reactants are: [O:1]=[CH:2][C:3]1[CH:11]=[CH:10][C:8]([OH:9])=[C:5]([O:6][CH3:7])[CH:4]=1.C([O-])([O-])=O.[K+].[K+].CS([CH2:22][CH2:23][C:24]1[S:28][CH:27]=[N:26][C:25]=1[CH3:29])(=O)=O.O.